This data is from Forward reaction prediction with 1.9M reactions from USPTO patents (1976-2016). The task is: Predict the product of the given reaction. (1) Given the reactants [F:1][C:2]1[CH:3]=[C:4]2[N:10]=[CH:9][N:8]([CH2:11][C:12]3[CH:23]=[CH:22][C:15]4[N:16]=[C:17](S(C)=O)[S:18][C:14]=4[CH:13]=3)[C:5]2=[N:6][CH:7]=1.[NH2:24][C@@H:25]1[CH2:30][CH2:29][CH2:28][CH2:27][C@H:26]1[OH:31].CCN(C(C)C)C(C)C, predict the reaction product. The product is: [F:1][C:2]1[CH:3]=[C:4]2[N:10]=[CH:9][N:8]([CH2:11][C:12]3[CH:23]=[CH:22][C:15]4[N:16]=[C:17]([NH:24][C@@H:25]5[CH2:30][CH2:29][CH2:28][CH2:27][C@H:26]5[OH:31])[S:18][C:14]=4[CH:13]=3)[C:5]2=[N:6][CH:7]=1. (2) The product is: [N:28]1([C:22]([C:21]2[CH:20]=[CH:19][C:18]([C:15]3[CH:45]=[CH:46][C:47]4[N:48]=[CH:43][N:12]([C:13]5[CH:9]=[CH:6][C:7]([C:59]#[N:58])=[CH:8][CH:3]=5)[C:17]=4[CH:16]=3)=[CH:26][CH:25]=2)=[O:24])[CH2:29][CH2:30][O:31][CH2:32][CH2:33]1. Given the reactants C([C:3]1[CH:8]=[CH:7][C:6]([C:9]2C=N[N:12]3[CH:17]=[CH:16][C:15]([C:18]4[CH:26]=[CH:25][C:21]([C:22]([OH:24])=O)=[CH:20][CH:19]=4)=N[C:13]=23)=CC=1)#N.C[N:28]1[CH2:33][CH2:32][O:31][CH2:30][CH2:29]1.CN(C(ON1N=NC2[CH:45]=[CH:46][CH:47]=[N:48][C:43]1=2)=[N+](C)C)C.F[P-](F)(F)(F)(F)F.[NH:58]1CCOC[CH2:59]1, predict the reaction product. (3) Given the reactants S(O[C@H:12]1[CH2:36][CH2:35][C@@:34]2([CH3:37])[C@@H:14]([CH2:15][CH2:16][C@@H:17]3[C@@H:33]2[CH2:32][CH2:31][C@@:30]2([CH3:38])[C@H:18]3[CH2:19][CH2:20][C@@H:21]2[C@H:22]([CH3:29])[CH2:23][CH2:24][CH2:25][CH:26]([CH3:28])[CH3:27])[CH2:13]1)(C1C=CC(C)=CC=1)(=O)=O.[N-:39]=[N+:40]=[N-:41].[Na+], predict the reaction product. The product is: [N:39]([C@@H:12]1[CH2:36][CH2:35][C@@:34]2([CH3:37])[C@@H:14]([CH2:15][CH2:16][C@@H:17]3[C@@H:33]2[CH2:32][CH2:31][C@@:30]2([CH3:38])[C@H:18]3[CH2:19][CH2:20][C@@H:21]2[C@H:22]([CH3:29])[CH2:23][CH2:24][CH2:25][CH:26]([CH3:28])[CH3:27])[CH2:13]1)=[N+:40]=[N-:41].